This data is from Experimentally validated miRNA-target interactions with 360,000+ pairs, plus equal number of negative samples. The task is: Binary Classification. Given a miRNA mature sequence and a target amino acid sequence, predict their likelihood of interaction. (1) The miRNA is hsa-let-7a-3p with sequence CUAUACAAUCUACUGUCUUUC. The protein sequence of the target gene is MLLLLGLCLGLSLCVGSQEEAQSWGHSSEQDGLRVPRQVRLLQRLKTKPLMTEFSVKSTIISRYAFTTVSCRMLNRASEDQDIEFQMQIPAAAFITNFTMLIGDKVYQGEITEREKKSGDRVKEKRNKTTEENGEKGTEIFRASAVIPSKDKAAFFLSYEELLQRRLGKYEHSISVRPQQLSGRLSVDVNILESAGIASLEVLPLHNSRQRGSGRGEDDSGPPPSTVINQNETFANIIFKPTVVQQARIAQNGILGDFIIRYDVNREQSIGDIQVLNGYFVHYFAPKDLPPLPKNVVFVL.... Result: 0 (no interaction). (2) The miRNA is mmu-miR-3062-5p with sequence GGAGAAUGUAGUGUUACCGUGA. The protein sequence of the target gene is MDARWWAVVVLAAFPSLGAGGETPEAPPESWTQLWFFRFVVNAAGYASFMVPGYLLVQYFRRKNYLETGRGLCFPLVKACVFGNEPKASDEVPLAPRTEAAETTPMWQALKLLFCATGLQVSYLTWGVLQERVMTRSYGATATSPGERFTDSQFLVLMNRVLALIVAGLSCVLCKQPRHGAPMYRYSFASLSNVLSSWCQYEALKFVSFPTQVLAKASKVIPVMLMGKLVSRRSYEHWEYLTATLISIGVSMFLLSSGPEPRSSPATTLSGLILLAGYIAFDSFTSNWQDALFAYKMSSV.... Result: 0 (no interaction). (3) The miRNA is hsa-miR-181b-5p with sequence AACAUUCAUUGCUGUCGGUGGGU. The protein sequence of the target gene is MELSAIGEQVFAVESIRKKRVRKGKVEYLVKWKGWPPKYSTWEPEEHILDPRLVMAYEEKEERDRASGYRKRGPKPKRLLLQRLYSMDLRSSHKAKGKEKLCFSLTCPLGSGSPEGVVKAGAPELVDKGPLVPTLPFPLRKPRKAHKYLRLSRKKFPPRGPNLESHSHRRELFLQEPPAPDVLQAAGEWEPAAQPPEEEADADLAEGPPPWTPALPSSEVTVTDITANSITVTFREAQAAEGFFRDRSGKF. Result: 1 (interaction). (4) The miRNA is hsa-miR-5011-5p with sequence UAUAUAUACAGCCAUGCACUC. The protein sequence of the target gene is MDAFQGILKFFLNQKTVIGYSFMALLTVGSERLFSVVAFKCPCSTENMTYGLVFLFAPAWVLLILGFFLNNRSWRLFTGCCVNPRKIFPRGHSCRFFYVLGQITLSSLVAPVMWLSVALLNGTFYECAMSGTRSSGLLELICKGKPKECWEELHKVSCGKTSMLPTVNEELKLSLQAQSQILGWCLICSASFFSLLTTCYARCRSKVSYLQLSFWKTYAQKEKEQLENTFLDYANKLSERNLKCFFENKRPDPFPMPTFAAWEAASELHSFHQSQQHYSTLHRVVDNGLQLSPEDDETTM.... Result: 1 (interaction).